Dataset: Reaction yield outcomes from USPTO patents with 853,638 reactions. Task: Predict the reaction yield, written as a fraction of the theoretical maximum amount of product (1.0 means a 100% yield; for example, 0.34 means a 34% yield). The reactants are [F:1][C:2]1[C:3]([N:10]2[N:14]=[CH:13][CH:12]=[N:11]2)=[C:4]([CH:7]=[CH:8][CH:9]=1)[C:5]#N.[OH-:15].[Na+].Cl.C[OH:19]. No catalyst specified. The product is [F:1][C:2]1[C:3]([N:10]2[N:14]=[CH:13][CH:12]=[N:11]2)=[C:4]([CH:7]=[CH:8][CH:9]=1)[C:5]([OH:19])=[O:15]. The yield is 0.180.